This data is from Full USPTO retrosynthesis dataset with 1.9M reactions from patents (1976-2016). The task is: Predict the reactants needed to synthesize the given product. (1) Given the product [F:8][C:9]1[CH:16]=[CH:15][C:12]([CH2:13][N:1]([CH2:5][CH2:6][OH:7])[CH2:2][CH2:3][OH:4])=[CH:11][CH:10]=1, predict the reactants needed to synthesize it. The reactants are: [NH:1]([CH2:5][CH2:6][OH:7])[CH2:2][CH2:3][OH:4].[F:8][C:9]1[CH:16]=[CH:15][C:12]([CH2:13]Cl)=[CH:11][CH:10]=1. (2) Given the product [Cl:23][C:24]1[CH:25]=[CH:26][C:27]([CH:30]=[CH:31][CH2:32][NH:33][C:13](=[O:15])[CH:12]=[CH:11][C:10]([CH3:16])=[CH:9][C:3]2[CH:4]=[CH:5][C:6]([Cl:8])=[CH:7][C:2]=2[Cl:1])=[CH:28][CH:29]=1, predict the reactants needed to synthesize it. The reactants are: [Cl:1][C:2]1[CH:7]=[C:6]([Cl:8])[CH:5]=[CH:4][C:3]=1[CH:9]=[C:10]([CH3:16])[CH:11]=[CH:12][C:13]([OH:15])=O.C(Cl)(=O)C(Cl)=O.[Cl:23][C:24]1[CH:29]=[CH:28][C:27]([CH:30]=[CH:31][CH2:32][NH2:33])=[CH:26][CH:25]=1.CCN(CC)CC. (3) Given the product [F:8][C:6]1[CH:7]=[C:2]([F:1])[C:3]([CH:15]2[CH2:16][CH2:17][NH:18][CH2:19][CH2:20]2)=[CH:4][C:5]=1[NH:9][C:10](=[O:14])[CH:11]([CH3:12])[CH3:13], predict the reactants needed to synthesize it. The reactants are: [F:1][C:2]1[CH:7]=[C:6]([F:8])[C:5]([NH:9][C:10](=[O:14])[CH:11]([CH3:13])[CH3:12])=[CH:4][C:3]=1[CH:15]1[CH2:20][CH2:19][N:18](C(OC(C)(C)C)=O)[CH2:17][CH2:16]1.Cl. (4) Given the product [CH3:15][N:4]([CH2:3][CH:2]=[O:1])[C:5](=[O:14])[O:6][CH2:7][C:8]1[CH:9]=[CH:10][CH:11]=[CH:12][CH:13]=1, predict the reactants needed to synthesize it. The reactants are: [OH:1][CH2:2][CH2:3][N:4]([CH3:15])[C:5](=[O:14])[O:6][CH2:7][C:8]1[CH:13]=[CH:12][CH:11]=[CH:10][CH:9]=1.CC(OI1(OC(C)=O)(OC(C)=O)OC(=O)C2C=CC=CC1=2)=O. (5) Given the product [I:18][C:19]1[C:20]([CH2:29][OH:30])=[N:21][C:22]2[C:27]([CH:28]=1)=[CH:26][CH:25]=[CH:24][CH:23]=2, predict the reactants needed to synthesize it. The reactants are: [H-].C([Al+]CC(C)C)C(C)C.C1(C)C=CC=CC=1.[I:18][C:19]1[C:20]([C:29](OCC)=[O:30])=[N:21][C:22]2[C:27]([CH:28]=1)=[CH:26][CH:25]=[CH:24][CH:23]=2.IC1C(C(OCCC(C)C)=O)=NC2C(C=1)=CC=CC=2.[BH4-].[Na+].